This data is from Full USPTO retrosynthesis dataset with 1.9M reactions from patents (1976-2016). The task is: Predict the reactants needed to synthesize the given product. Given the product [C:14]([OH:33])(=[O:32])[CH2:15][CH2:16][CH2:17][CH2:18][CH2:19][CH2:20][CH2:21][CH:22]=[CH:9][CH2:8][CH2:7][CH2:6][CH2:5][CH2:4][CH2:3][CH2:2][C:1]([OH:13])=[O:12], predict the reactants needed to synthesize it. The reactants are: [C:1]([OH:13])(=[O:12])[CH2:2][CH2:3][CH2:4][CH2:5][CH2:6][CH2:7][CH2:8][C:9](O)=O.[C:14]([OH:33])(=[O:32])[CH2:15][CH2:16][CH2:17][CH2:18][CH2:19][CH2:20][CH2:21]/[CH:22]=C\CCCCCCCC.